This data is from Full USPTO retrosynthesis dataset with 1.9M reactions from patents (1976-2016). The task is: Predict the reactants needed to synthesize the given product. (1) Given the product [NH2:13][C@H:12]([CH2:16][OH:15])[CH2:11][CH2:10][C:9]1[C:26]([F:30])=[CH:27][CH:28]=[CH:29][C:8]=1[NH:7][C:5](=[O:6])[C@@H:4]([N:1]=[N+:2]=[N-:3])[C@@H:31]([C:38]1[CH:39]=[CH:40][C:41]([F:44])=[CH:42][CH:43]=1)[CH:32]1[CH2:37][CH2:36][O:35][CH2:34][CH2:33]1, predict the reactants needed to synthesize it. The reactants are: [N:1]([C@@H:4]([C@@H:31]([C:38]1[CH:43]=[CH:42][C:41]([F:44])=[CH:40][CH:39]=1)[CH:32]1[CH2:37][CH2:36][O:35][CH2:34][CH2:33]1)[C:5]([NH:7][C:8]1[CH:29]=[CH:28][CH:27]=[C:26]([F:30])[C:9]=1[CH2:10][CH2:11][C@H:12]1[CH2:16][O:15]C(C)(C)[N:13]1C(OC(C)(C)C)=O)=[O:6])=[N+:2]=[N-:3].FC(F)(F)C(O)=O.O. (2) Given the product [Br:1][C:2]1[C:3]([NH:9][C:10]2[CH:15]=[CH:14][CH:13]=[CH:12][C:11]=2[NH:16][S:17]([CH3:20])(=[O:19])=[O:18])=[N:4][C:5]([NH:25][C:24]2[CH:26]=[CH:27][C:28]([O:30][CH3:31])=[CH:29][C:23]=2[O:22][CH3:21])=[N:6][CH:7]=1, predict the reactants needed to synthesize it. The reactants are: [Br:1][C:2]1[C:3]([NH:9][C:10]2[CH:15]=[CH:14][CH:13]=[CH:12][C:11]=2[NH:16][S:17]([CH3:20])(=[O:19])=[O:18])=[N:4][C:5](Cl)=[N:6][CH:7]=1.[CH3:21][O:22][C:23]1[CH:29]=[C:28]([O:30][CH3:31])[CH:27]=[CH:26][C:24]=1[NH2:25]. (3) Given the product [F:1][C:2]([F:11])([F:10])[C:3]1([C:7]2[S:15][C:14]([NH2:16])=[N:13][N:12]=2)[CH2:6][CH2:5][CH2:4]1, predict the reactants needed to synthesize it. The reactants are: [F:1][C:2]([F:11])([F:10])[C:3]1([C:7](O)=O)[CH2:6][CH2:5][CH2:4]1.[NH2:12][NH:13][C:14]([NH2:16])=[S:15].P(Cl)(Cl)(Cl)=O. (4) Given the product [F:1][C:2]1[CH:7]=[CH:6][C:5]([O:8][CH3:9])=[CH:4][C:3]=1[C:10]1[CH:15]=[CH:14][C:13]([OH:16])=[CH:12][C:11]=1[CH:26]([F:32])[CH2:27][C:28]([CH3:30])([CH3:29])[CH3:31], predict the reactants needed to synthesize it. The reactants are: [F:1][C:2]1[CH:7]=[CH:6][C:5]([O:8][CH3:9])=[CH:4][C:3]=1[C:10]1[CH:15]=[CH:14][C:13]([O:16]CC2C=CC(OC)=CC=2)=[CH:12][C:11]=1[CH:26]([F:32])[CH2:27][C:28]([CH3:31])([CH3:30])[CH3:29]. (5) The reactants are: C([O:4][CH2:5][C@H:6]1[O:11][C:10]([CH3:13])([CH3:12])[O:9][C@@H:8]([CH2:14][C:15]([O:17][CH2:18]C)=[O:16])[CH2:7]1)(=O)C.C(=O)([O-])[O-].[K+].[K+]. Given the product [OH:4][CH2:5][C@H:6]1[O:11][C:10]([CH3:12])([CH3:13])[O:9][C@@H:8]([CH2:14][C:15]([O:17][CH3:18])=[O:16])[CH2:7]1, predict the reactants needed to synthesize it. (6) Given the product [Cl:1][C:2]1[C:3]([C:28]#[C:27][C:26]([CH3:30])([CH3:29])[CH3:25])=[N:4][CH:5]=[C:6]([CH:23]=1)[C:7]([NH:9][S:10]([C:13]1[CH:18]=[CH:17][CH:16]=[CH:15][C:14]=1[S:19](=[O:22])(=[O:21])[NH2:20])(=[O:12])=[O:11])=[O:8], predict the reactants needed to synthesize it. The reactants are: [Cl:1][C:2]1[C:3](Cl)=[N:4][CH:5]=[C:6]([CH:23]=1)[C:7]([NH:9][S:10]([C:13]1[CH:18]=[CH:17][CH:16]=[CH:15][C:14]=1[S:19](=[O:22])(=[O:21])[NH2:20])(=[O:12])=[O:11])=[O:8].[CH3:25][C:26]([CH3:30])([CH3:29])[C:27]#[CH:28]. (7) Given the product [Cl:1][C:2]1[CH:3]=[CH:4][C:5]([CH2:23][N:29]2[CH2:30][CH2:31][N:26]([C:32]([O:34][CH:35]([C:36]([F:37])([F:38])[F:39])[C:40]([F:41])([F:43])[F:42])=[O:33])[CH2:27][CH2:28]2)=[C:6]([N:8]2[CH2:12][CH:11]3[CH2:13][N:14]([C:16]([O:18][C:19]([CH3:21])([CH3:20])[CH3:22])=[O:17])[CH2:15][CH:10]3[CH2:9]2)[CH:7]=1, predict the reactants needed to synthesize it. The reactants are: [Cl:1][C:2]1[CH:3]=[CH:4][C:5]([CH:23]=O)=[C:6]([N:8]2[CH2:12][CH:11]3[CH2:13][N:14]([C:16]([O:18][C:19]([CH3:22])([CH3:21])[CH3:20])=[O:17])[CH2:15][CH:10]3[CH2:9]2)[CH:7]=1.Cl.[N:26]1([C:32]([O:34][CH:35]([C:40]([F:43])([F:42])[F:41])[C:36]([F:39])([F:38])[F:37])=[O:33])[CH2:31][CH2:30][NH:29][CH2:28][CH2:27]1.[BH-](OC(C)=O)(OC(C)=O)OC(C)=O.[Na+].